This data is from Forward reaction prediction with 1.9M reactions from USPTO patents (1976-2016). The task is: Predict the product of the given reaction. (1) Given the reactants [CH2:1]([O:3][C:4]([C:6]1[N:10]2[CH2:11][CH2:12][CH2:13][CH2:14][C:9]2=[N:8][C:7]=1[NH2:15])=[O:5])[CH3:2].C(O[BH-](O[C:26](=O)[CH3:27])OC(=O)C)(=O)C.[Na+].Cl[CH2:31][CH2:32]Cl, predict the reaction product. The product is: [CH2:1]([O:3][C:4]([C:6]1[N:10]2[CH2:11][CH2:12][CH2:13][CH2:14][C:9]2=[N:8][C:7]=1[NH:15][CH2:31][CH2:32][CH2:26][CH3:27])=[O:5])[CH3:2]. (2) The product is: [Br:22][CH2:15][C:10]1[C:9]([C:3]2[CH:4]=[C:5]([F:8])[CH:6]=[CH:7][C:2]=2[F:1])=[CH:14][CH:13]=[CH:12][N:11]=1. Given the reactants [F:1][C:2]1[CH:7]=[CH:6][C:5]([F:8])=[CH:4][C:3]=1[C:9]1[C:10]([CH2:15]OS(C)(=O)=O)=[N:11][CH:12]=[CH:13][CH:14]=1.[Li+].[Br-:22], predict the reaction product. (3) Given the reactants [OH-].[K+].[S:3]1[CH:7]=[CH:6][CH:5]=[C:4]1[SH:8].CS(O[CH:14]1[CH2:17][N:16]([CH:18]([C:25]2[CH:30]=[CH:29][CH:28]=[CH:27][CH:26]=2)[C:19]2[CH:24]=[CH:23][CH:22]=[CH:21][CH:20]=2)[CH2:15]1)(=O)=O, predict the reaction product. The product is: [CH:18]([N:16]1[CH2:17][CH:14]([S:8][C:4]2[S:3][CH:7]=[CH:6][CH:5]=2)[CH2:15]1)([C:25]1[CH:26]=[CH:27][CH:28]=[CH:29][CH:30]=1)[C:19]1[CH:20]=[CH:21][CH:22]=[CH:23][CH:24]=1. (4) Given the reactants [O:1]=[C:2]1[CH2:7][CH2:6][CH2:5][CH:4]([NH:8][C:9](=[O:15])[O:10][C:11]([CH3:14])([CH3:13])[CH3:12])[CH2:3]1.[F:16][C:17]1[CH:18]=[C:19](O)[CH:20]=[CH:21][CH:22]=1.[OH-:24].[Na+].C(Br)(Br)Br.C1[CH2:34][O:33]CC1, predict the reaction product. The product is: [C:11]([O:10][C:9]([NH:8][CH:4]1[CH2:5][CH2:6][CH2:7][C:2]([O:1][C:21]2[CH:20]=[CH:19][CH:18]=[C:17]([F:16])[CH:22]=2)([C:34]([OH:33])=[O:24])[CH2:3]1)=[O:15])([CH3:12])([CH3:14])[CH3:13]. (5) Given the reactants C[Si]([N-][Si](C)(C)C)(C)C.[Na+].[CH3:11][O:12][C:13]1[CH:36]=[CH:35][C:16]([CH2:17][O:18][CH:19]([C:25]2[CH:30]=[CH:29][C:28]([NH:31][C:32](=[O:34])[CH3:33])=[CH:27][CH:26]=2)[CH2:20][CH2:21][CH2:22][CH2:23][CH3:24])=[CH:15][CH:14]=1.I[CH2:38][C:39]#[C:40][CH2:41][CH2:42][CH2:43][C:44]([O:46][CH3:47])=[O:45], predict the reaction product. The product is: [CH3:11][O:12][C:13]1[CH:14]=[CH:15][C:16]([CH2:17][O:18][CH:19]([C:25]2[CH:26]=[CH:27][C:28]([N:31]([CH2:38][C:39]#[C:40][CH2:41][CH2:42][CH2:43][C:44]([O:46][CH3:47])=[O:45])[C:32](=[O:34])[CH3:33])=[CH:29][CH:30]=2)[CH2:20][CH2:21][CH2:22][CH2:23][CH3:24])=[CH:35][CH:36]=1. (6) Given the reactants [CH3:1][CH:2]([CH3:11])[CH2:3][C:4](=O)[CH2:5][C:6]([O:8][CH3:9])=[O:7].C([O-])(=O)C.[NH4+:16].C(O)(=O)C, predict the reaction product. The product is: [NH2:16][C:4]([CH2:3][CH:2]([CH3:11])[CH3:1])=[CH:5][C:6]([O:8][CH3:9])=[O:7]. (7) Given the reactants C([O:3][C:4](=O)[CH2:5][C:6]1[C:11]([N+:12]([O-:14])=[O:13])=[CH:10][N:9]=[C:8]([N:15]2[CH2:20][CH2:19][N:18]([CH3:21])[CH2:17][CH2:16]2)[CH:7]=1)C.[NH3:23], predict the reaction product. The product is: [CH3:21][N:18]1[CH2:19][CH2:20][N:15]([C:8]2[CH:7]=[C:6]([CH2:5][C:4]([NH2:23])=[O:3])[C:11]([N+:12]([O-:14])=[O:13])=[CH:10][N:9]=2)[CH2:16][CH2:17]1. (8) Given the reactants [O:1]1[CH:5]=[C:4]([CH2:6][C@H:7]([O:12][C:13](=[O:41])[C@@H:14]([NH:28][C:29]([C:31]2[CH:40]=[CH:39][C:38]3[C:33](=[CH:34][CH:35]=[CH:36][CH:37]=3)[N:32]=2)=[O:30])[CH2:15][CH2:16][CH2:17][C:18]([O:20]CC2C=CC=CC=2)=[O:19])[CH2:8][C:9]([NH2:11])=[O:10])[C:3]2[CH:42]=[CH:43][CH:44]=[CH:45][C:2]1=2.C1CCCCC=1, predict the reaction product. The product is: [O:1]1[CH:5]=[C:4]([CH2:6][C@H:7]([O:12][C:13](=[O:41])[C@@H:14]([NH:28][C:29]([C:31]2[CH:40]=[CH:39][C:38]3[C:33](=[CH:34][CH:35]=[CH:36][CH:37]=3)[N:32]=2)=[O:30])[CH2:15][CH2:16][CH2:17][C:18]([OH:20])=[O:19])[CH2:8][C:9]([NH2:11])=[O:10])[C:3]2[CH:42]=[CH:43][CH:44]=[CH:45][C:2]1=2. (9) Given the reactants CC[C@H]1[C@H]2C[C@H]([C@H](OC3C4C(=CC=CC=4)C(O[C@H](C4C=CN=C5C=4C=C(OC)C=C5)[C@@H]4N5C[C@H](CC)[C@@H](CC5)C4)=NN=3)C3C=CN=C4C=3C=C([O:22]C)C=C4)N(CC2)C1.C(O)(C)(C)C.[Br:64][C:65]1[CH:70]=[CH:69][C:68]([C:71]([CH:73]([F:75])[F:74])=[CH2:72])=[CH:67][CH:66]=1.S([O-])([O-])=O.[Na+].[Na+].[OH2:82], predict the reaction product. The product is: [Br:64][C:65]1[CH:66]=[CH:67][C:68]([C@@:71]([OH:22])([CH:73]([F:74])[F:75])[CH2:72][OH:82])=[CH:69][CH:70]=1.